Dataset: Catalyst prediction with 721,799 reactions and 888 catalyst types from USPTO. Task: Predict which catalyst facilitates the given reaction. Reactant: Br[C:2]1[CH:7]=[CH:6][C:5]([CH:8]2[C:13]([CH3:15])([CH3:14])[O:12][C:11]([NH:16][C@H:17]([C:28]3[CH:33]=[CH:32][CH:31]=[CH:30][C:29]=3[F:34])[CH2:18][CH2:19][O:20][Si:21]([C:24]([CH3:27])([CH3:26])[CH3:25])([CH3:23])[CH3:22])=[N:10][S:9]2(=[O:36])=[O:35])=[CH:4][CH:3]=1.[B:37]1([B:37]2[O:41][C:40]([CH3:43])([CH3:42])[C:39]([CH3:45])([CH3:44])[O:38]2)[O:41][C:40]([CH3:43])([CH3:42])[C:39]([CH3:45])([CH3:44])[O:38]1.C([O-])(=O)C.[K+]. Product: [Si:21]([O:20][CH2:19][CH2:18][C@H:17]([NH:16][C:11]1[O:12][C:13]([CH3:15])([CH3:14])[CH:8]([C:5]2[CH:6]=[CH:7][C:2]([B:37]3[O:41][C:40]([CH3:43])([CH3:42])[C:39]([CH3:45])([CH3:44])[O:38]3)=[CH:3][CH:4]=2)[S:9](=[O:36])(=[O:35])[N:10]=1)[C:28]1[CH:33]=[CH:32][CH:31]=[CH:30][C:29]=1[F:34])([C:24]([CH3:27])([CH3:26])[CH3:25])([CH3:23])[CH3:22]. The catalyst class is: 75.